Dataset: Forward reaction prediction with 1.9M reactions from USPTO patents (1976-2016). Task: Predict the product of the given reaction. (1) Given the reactants [O:1]1[C:5]2[CH:6]=[CH:7][C:8]([C:10]3([C:13]([NH:15][C:16]4[CH:21]=[CH:20][CH:19]=[C:18](Br)[N:17]=4)=[O:14])[CH2:12][CH2:11]3)=[CH:9][C:4]=2[O:3][CH2:2]1.CC1(C)C2C(=C(P(C3C=CC=CC=3)C3C=CC=CC=3)C=CC=2)OC2C(P(C3C=CC=CC=3)C3C=CC=CC=3)=CC=CC1=2.C(Cl)Cl.[CH3:68][O:69][C:70]1[CH:76]=[CH:75][CH:74]=[CH:73][C:71]=1[NH2:72], predict the reaction product. The product is: [O:1]1[C:5]2[CH:6]=[CH:7][C:8]([C:10]3([C:13]([NH:15][C:16]4[CH:21]=[CH:20][CH:19]=[C:18]([NH:72][C:71]5[CH:73]=[CH:74][CH:75]=[CH:76][C:70]=5[O:69][CH3:68])[N:17]=4)=[O:14])[CH2:12][CH2:11]3)=[CH:9][C:4]=2[O:3][CH2:2]1. (2) Given the reactants S(O)(O)(=O)=O.[CH3:6][S:7][C:8](=[NH:10])[NH2:9].[CH:11]1([C:15](/[C:17](=[CH:22]/N(C)C)/[C:18]([O:20][CH3:21])=[O:19])=O)[CH2:14][CH2:13][CH2:12]1.C([O-])(=O)C.[Na+].O, predict the reaction product. The product is: [CH:11]1([C:15]2[C:17]([C:18]([O:20][CH3:21])=[O:19])=[CH:22][N:9]=[C:8]([S:7][CH3:6])[N:10]=2)[CH2:12][CH2:13][CH2:14]1. (3) Given the reactants O.[OH-].[Li+].C([O:7][CH2:8][C:9]1[CH:10]=[C:11]([CH:16]=[CH:17][C:18]=1[Br:19])[C:12]([O:14]C)=[O:13])(=O)C.Cl.C(OCC)(=O)C, predict the reaction product. The product is: [Br:19][C:18]1[CH:17]=[CH:16][C:11]([C:12]([OH:14])=[O:13])=[CH:10][C:9]=1[CH2:8][OH:7]. (4) Given the reactants [Li+].C[Si]([N-][Si](C)(C)C)(C)C.[Br:11][C:12]1[CH:17]=[C:16]([CH3:18])[C:15]([SH:19])=[C:14]([CH3:20])[CH:13]=1.[Cl:21][C:22]1[N:27]=[C:26]([CH3:28])[C:25]([N+:29]([O-:31])=[O:30])=[C:24](Cl)[N:23]=1, predict the reaction product. The product is: [Br:11][C:12]1[CH:17]=[C:16]([CH3:18])[C:15]([S:19][C:24]2[C:25]([N+:29]([O-:31])=[O:30])=[C:26]([CH3:28])[N:27]=[C:22]([Cl:21])[N:23]=2)=[C:14]([CH3:20])[CH:13]=1.